Dataset: Forward reaction prediction with 1.9M reactions from USPTO patents (1976-2016). Task: Predict the product of the given reaction. (1) Given the reactants [Br:1][C:2]1[C:3]([C:8]([NH:10][C:11]2[CH:12]=[N:13][CH:14]=[CH:15][C:16]=2[OH:17])=O)=[N:4][O:5][C:6]=1[CH3:7].[OH-].[Na+], predict the reaction product. The product is: [Br:1][C:2]1[C:3]([C:8]2[O:17][C:16]3[CH:15]=[CH:14][N:13]=[CH:12][C:11]=3[N:10]=2)=[N:4][O:5][C:6]=1[CH3:7]. (2) Given the reactants [CH:1]1([C:7]2[CH:15]=[C:14]([CH:16]3[CH2:21][CH2:20][CH2:19][CH2:18][CH2:17]3)[CH:13]=[C:12]([CH:22]3[CH2:27][CH2:26][CH2:25][CH2:24][CH2:23]3)[C:8]=2[C:9]([O-:11])=[O:10])[CH2:6][CH2:5][CH2:4][CH2:3][CH2:2]1.[Na+].COS([O-])(=O)=O.[C:35]1([S+:41]2[C:54]3[CH:53]=[CH:52][CH:51]=[CH:50][C:49]=3[O:48][C:47]3[C:42]2=[CH:43][CH:44]=[CH:45][CH:46]=3)[CH:40]=[CH:39][CH:38]=[CH:37][CH:36]=1.C(C(C)=O)(C)C.C(O)CCCC, predict the reaction product. The product is: [CH:22]1([C:12]2[CH:13]=[C:14]([CH:16]3[CH2:17][CH2:18][CH2:19][CH2:20][CH2:21]3)[CH:15]=[C:7]([CH:1]3[CH2:6][CH2:5][CH2:4][CH2:3][CH2:2]3)[C:8]=2[C:9]([O-:11])=[O:10])[CH2:27][CH2:26][CH2:25][CH2:24][CH2:23]1.[C:35]1([S+:41]2[C:42]3[CH:43]=[CH:44][CH:45]=[CH:46][C:47]=3[O:48][C:49]3[C:54]2=[CH:53][CH:52]=[CH:51][CH:50]=3)[CH:36]=[CH:37][CH:38]=[CH:39][CH:40]=1. (3) The product is: [CH2:6]([N:8]([CH2:9][CH3:10])[C:3](=[O:4])[CH2:2][N:19]([C:14]1[CH:15]=[CH:16][CH:17]=[CH:18][C:13]=1[O:12][CH3:11])[S:20]([C:23]1[C:24]([CH3:29])=[CH:25][CH:26]=[CH:27][CH:28]=1)(=[O:22])=[O:21])[CH3:7]. Given the reactants Br[CH2:2][C:3](Br)=[O:4].[CH2:6]([NH:8][CH2:9][CH3:10])[CH3:7].[CH3:11][O:12][C:13]1[CH:18]=[CH:17][CH:16]=[CH:15][C:14]=1[NH:19][S:20]([C:23]1[CH:28]=[CH:27][CH:26]=[CH:25][C:24]=1[CH3:29])(=[O:22])=[O:21], predict the reaction product. (4) Given the reactants [C:1]([O:5][C:6](=[O:23])[NH:7][CH:8]([C:15]1[CH:20]=[CH:19][C:18]([Cl:21])=[C:17]([Cl:22])[CH:16]=1)[C:9](=[O:14])N(OC)C)([CH3:4])([CH3:3])[CH3:2].Br[C:25]1[CH:26]=[CH:27][C:28]([O:31][CH:32]2[CH2:37][CH2:36][O:35][CH2:34][CH2:33]2)=[N:29][CH:30]=1, predict the reaction product. The product is: [C:1]([O:5][C:6](=[O:23])[NH:7][CH:8]([C:15]1[CH:20]=[CH:19][C:18]([Cl:21])=[C:17]([Cl:22])[CH:16]=1)[C:9](=[O:14])[C:25]1[CH:30]=[N:29][C:28]([O:31][CH:32]2[CH2:37][CH2:36][O:35][CH2:34][CH2:33]2)=[CH:27][CH:26]=1)([CH3:2])([CH3:3])[CH3:4]. (5) Given the reactants [CH3:1][C:2]1[CH:7]=[C:6]([C:8]2[CH:13]=[CH:12][C:11]([CH2:14][C:15]([OH:17])=O)=[CH:10][CH:9]=2)[CH:5]=[CH:4][N:3]=1.[C:18]1([C:24]2[CH:25]=[CH:26][C:27]([NH2:30])=[N:28][CH:29]=2)[CH:23]=[CH:22][CH:21]=[CH:20][CH:19]=1.F[P-](F)(F)(F)(F)F.N1(OC(N(C)C)=[N+](C)C)C2N=CC=CC=2N=N1.C(N(CC)C(C)C)(C)C, predict the reaction product. The product is: [CH3:1][C:2]1[CH:7]=[C:6]([C:8]2[CH:9]=[CH:10][C:11]([CH2:14][C:15]([NH:30][C:27]3[CH:26]=[CH:25][C:24]([C:18]4[CH:23]=[CH:22][CH:21]=[CH:20][CH:19]=4)=[CH:29][N:28]=3)=[O:17])=[CH:12][CH:13]=2)[CH:5]=[CH:4][N:3]=1. (6) Given the reactants C(Cl)(=O)C(Cl)=O.CS(C)=O.[CH3:11][O:12][C:13]1[CH:14]=[C:15]([CH:42]=[CH:43][C:44]=1[O:45][CH3:46])[CH2:16][C:17]1[NH:22][C:21](=[O:23])[C:20]([CH:24]([NH:26][C:27](=[O:41])[CH:28]([CH:38]([OH:40])[CH3:39])[CH2:29]/[CH:30]=[CH:31]/[C:32]2[CH:37]=[CH:36][CH:35]=[CH:34][CH:33]=2)[CH3:25])=[N:19][N:18]=1.C(N(CC)CC)C, predict the reaction product. The product is: [C:38]([CH:28]([CH2:29]/[CH:30]=[CH:31]/[C:32]1[CH:37]=[CH:36][CH:35]=[CH:34][CH:33]=1)[C:27]([NH:26][CH:24]([C:20]1[C:21](=[O:23])[NH:22][C:17]([CH2:16][C:15]2[CH:42]=[CH:43][C:44]([O:45][CH3:46])=[C:13]([O:12][CH3:11])[CH:14]=2)=[N:18][N:19]=1)[CH3:25])=[O:41])(=[O:40])[CH3:39]. (7) Given the reactants CCN=C=NCCCN(C)C.[Cl:12][C:13]1[CH:21]=[CH:20][CH:19]=[CH:18][C:14]=1[CH2:15][NH:16][CH3:17].[F:22][C:23]([F:44])([F:43])[C:24]1[CH:25]=[C:26]([CH:36]=[C:37]([C:39]([F:42])([F:41])[F:40])[CH:38]=1)[CH2:27][N:28]1[CH:32]=[C:31]([C:33](O)=[O:34])[N:30]=[N:29]1, predict the reaction product. The product is: [Cl:12][C:13]1[CH:21]=[CH:20][CH:19]=[CH:18][C:14]=1[CH2:15][N:16]([CH3:17])[C:33]([C:31]1[N:30]=[N:29][N:28]([CH2:27][C:26]2[CH:36]=[C:37]([C:39]([F:41])([F:40])[F:42])[CH:38]=[C:24]([C:23]([F:22])([F:44])[F:43])[CH:25]=2)[CH:32]=1)=[O:34].